From a dataset of Catalyst prediction with 721,799 reactions and 888 catalyst types from USPTO. Predict which catalyst facilitates the given reaction. (1) Reactant: Br[C:2]1[C:6]2[N:7]=[CH:8][N:9]=[C:10]([Cl:11])[C:5]=2[NH:4][CH:3]=1.[Li]C(C)(C)C.[F:17][C:18]([F:38])([F:37])[C:19]([C:21]1[CH:22]=[C:23]2[C:27](=[CH:28][CH:29]=1)[N:26]([C:30]1[CH:35]=[CH:34][C:33]([F:36])=[CH:32][CH:31]=1)[N:25]=[CH:24]2)=[O:20]. Product: [Cl:11][C:10]1[C:5]2[NH:4][CH:3]=[C:2]([C:19]([C:21]3[CH:22]=[C:23]4[C:27](=[CH:28][CH:29]=3)[N:26]([C:30]3[CH:35]=[CH:34][C:33]([F:36])=[CH:32][CH:31]=3)[N:25]=[CH:24]4)([OH:20])[C:18]([F:37])([F:17])[F:38])[C:6]=2[N:7]=[CH:8][N:9]=1. The catalyst class is: 1. (2) Reactant: [N:1]1[C:9]2[CH2:8][CH:7](C(O)=O)[CH2:6][C:5]=2[CH:4]=[CH:3][CH:2]=1.CC[N:15]([CH2:18]C)CC.[CH3:20][C:21]([OH:24])([CH3:23])[CH3:22].C1C=CC(P(N=[N+]=[N-])(C2C=CC=CC=2)=[O:32])=CC=1. Product: [C:21]([O:24][C:18](=[O:32])[NH:15][CH:7]1[CH2:8][C:9]2[N:1]=[CH:2][CH:3]=[CH:4][C:5]=2[CH2:6]1)([CH3:23])([CH3:22])[CH3:20]. The catalyst class is: 12.